Regression. Given two drug SMILES strings and cell line genomic features, predict the synergy score measuring deviation from expected non-interaction effect. From a dataset of NCI-60 drug combinations with 297,098 pairs across 59 cell lines. Drug 1: CCC1=CC2CC(C3=C(CN(C2)C1)C4=CC=CC=C4N3)(C5=C(C=C6C(=C5)C78CCN9C7C(C=CC9)(C(C(C8N6C)(C(=O)OC)O)OC(=O)C)CC)OC)C(=O)OC.C(C(C(=O)O)O)(C(=O)O)O. Drug 2: C1C(C(OC1N2C=NC(=NC2=O)N)CO)O. Cell line: UO-31. Synergy scores: CSS=8.52, Synergy_ZIP=-5.05, Synergy_Bliss=-1.90, Synergy_Loewe=2.02, Synergy_HSA=2.13.